The task is: Predict which catalyst facilitates the given reaction.. This data is from Catalyst prediction with 721,799 reactions and 888 catalyst types from USPTO. (1) Reactant: [NH2:1][C:2]1[N:7]=[C:6]([C:8]2[NH:12][C:11]([C:13]3[CH:18]=[C:17]([Cl:19])[CH:16]=[CH:15][C:14]=3[CH3:20])=[C:10]([C:21]([O:23][CH2:24][CH3:25])=[O:22])[CH:9]=2)[CH:5]=[CH:4][N:3]=1.[H-].[Na+].Cl[CH2:29][O:30][CH2:31][CH2:32][Si:33]([CH3:36])([CH3:35])[CH3:34].[Na+].[Cl-]. Product: [NH2:1][C:2]1[N:7]=[C:6]([C:8]2[N:12]([CH2:29][O:30][CH2:31][CH2:32][Si:33]([CH3:36])([CH3:35])[CH3:34])[C:11]([C:13]3[CH:18]=[C:17]([Cl:19])[CH:16]=[CH:15][C:14]=3[CH3:20])=[C:10]([C:21]([O:23][CH2:24][CH3:25])=[O:22])[CH:9]=2)[CH:5]=[CH:4][N:3]=1. The catalyst class is: 1. (2) Reactant: [C:1]([CH2:3][C@@H:4]1[CH2:8][C@H:7]([NH:9][C:10]([C:12]2[C:20]3[C:15](=[CH:16][CH:17]=[CH:18][CH:19]=3)[N:14]([CH:21]([CH3:23])[CH3:22])[N:13]=2)=[O:11])[CH2:6][N:5]1[C:24]([O:26][C:27]([CH3:30])([CH3:29])[CH3:28])=[O:25])#[N:2].[OH-].[NH4+]. Product: [NH2:2][CH2:1][CH2:3][C@@H:4]1[CH2:8][C@H:7]([NH:9][C:10]([C:12]2[C:20]3[C:15](=[CH:16][CH:17]=[CH:18][CH:19]=3)[N:14]([CH:21]([CH3:23])[CH3:22])[N:13]=2)=[O:11])[CH2:6][N:5]1[C:24]([O:26][C:27]([CH3:29])([CH3:28])[CH3:30])=[O:25]. The catalyst class is: 94. (3) Reactant: I[C:2]([F:16])([F:15])[CH2:3][C:4]([F:14])([F:13])[CH2:5][C:6]([F:12])([F:11])[C:7]([F:10])([F:9])[F:8].[Cl-].[Li+]. Product: [F:15][C:2]([F:16])=[CH:3][C:4]([F:13])([F:14])[CH2:5][C:6]([F:11])([F:12])[C:7]([F:8])([F:10])[F:9]. The catalyst class is: 9.